This data is from Forward reaction prediction with 1.9M reactions from USPTO patents (1976-2016). The task is: Predict the product of the given reaction. (1) Given the reactants F[C:2]1[CH:7]=[CH:6][CH:5]=[C:4]([F:8])[C:3]=1[C:9]1[CH:18]=[C:17]2[C:12]([C:13]([NH:20][CH3:21])=[N:14][C:15]([NH2:19])=[N:16]2)=[CH:11][CH:10]=1.C(=O)([O-])[O-].[K+].[K+].[CH2:28]([N:35]1[CH2:40][CH2:39][NH:38][CH2:37][CH2:36]1)[C:29]1[CH:34]=[CH:33][CH:32]=[CH:31][CH:30]=1.CN1CCCC1=O, predict the reaction product. The product is: [CH2:28]([N:35]1[CH2:40][CH2:39][N:38]([C:2]2[CH:7]=[CH:6][CH:5]=[C:4]([F:8])[C:3]=2[C:9]2[CH:18]=[C:17]3[C:12]([C:13]([NH:20][CH3:21])=[N:14][C:15]([NH2:19])=[N:16]3)=[CH:11][CH:10]=2)[CH2:37][CH2:36]1)[C:29]1[CH:30]=[CH:31][CH:32]=[CH:33][CH:34]=1. (2) Given the reactants [CH2:1]([O:3][C:4](=[O:21])[CH2:5][C:6]1[CH:11]=[CH:10][C:9]([NH:12][C:13]([C:15]2[CH:19]=[C:18](Br)[O:17][CH:16]=2)=[O:14])=[CH:8][CH:7]=1)[CH3:2].[C:22]1(B(O)O)[CH:27]=[CH:26][CH:25]=[CH:24][CH:23]=1.C(=O)([O-])[O-].[Cs+].[Cs+], predict the reaction product. The product is: [CH2:1]([O:3][C:4](=[O:21])[CH2:5][C:6]1[CH:11]=[CH:10][C:9]([NH:12][C:13]([C:15]2[CH:19]=[C:18]([C:22]3[CH:27]=[CH:26][CH:25]=[CH:24][CH:23]=3)[O:17][CH:16]=2)=[O:14])=[CH:8][CH:7]=1)[CH3:2]. (3) Given the reactants [NH:1]1[C:9]2[C:4](=[CH:5][C:6]([C:10]#[N:11])=[CH:7][CH:8]=2)[CH:3]=[N:2]1.C(=O)([O-])[O-].[Cs+].[Cs+].Br[CH2:19][CH2:20][C:21]([O:23][CH2:24][CH3:25])=[O:22], predict the reaction product. The product is: [C:10]([C:6]1[CH:5]=[C:4]2[C:9](=[CH:8][CH:7]=1)[N:1]([CH2:19][CH2:20][C:21]([O:23][CH2:24][CH3:25])=[O:22])[N:2]=[CH:3]2)#[N:11]. (4) Given the reactants [Br:1][C:2]1[CH:7]=[CH:6][N:5]=[C:4]([CH2:8][NH2:9])[CH:3]=1.[CH:10](O)=[O:11], predict the reaction product. The product is: [Br:1][C:2]1[CH:7]=[CH:6][N:5]=[C:4]([CH2:8][NH:9][CH:10]=[O:11])[CH:3]=1. (5) The product is: [Br:8][C:9]1[CH:10]=[CH:11][C:12]([F:35])=[C:13]([C:15]2[N:24]=[C:23]([NH:25][C:26]3[C:31]([C:32]([NH:69][CH2:70][CH2:71][CH2:72][N:73]4[CH2:77][CH2:76][CH2:75][C:74]4=[O:78])=[O:34])=[CH:30][N:29]=[CH:28][CH:27]=3)[C:22]3[C:17](=[N:18][CH:19]=[CH:20][N:21]=3)[N:16]=2)[CH:14]=1. Given the reactants C(N(CC)CC)C.[Br:8][C:9]1[CH:10]=[CH:11][C:12]([F:35])=[C:13]([C:15]2[N:24]=[C:23]([NH:25][C:26]3[C:31]([C:32]([OH:34])=O)=[CH:30][N:29]=[CH:28][CH:27]=3)[C:22]3[C:17](=[N:18][CH:19]=[CH:20][N:21]=3)[N:16]=2)[CH:14]=1.C1CN([P+](ON2N=NC3C=CC=CC2=3)(N2CCCC2)N2CCCC2)CC1.F[P-](F)(F)(F)(F)F.[NH2:69][CH2:70][CH2:71][CH2:72][N:73]1[CH2:77][CH2:76][CH2:75][C:74]1=[O:78], predict the reaction product. (6) Given the reactants [C:1]([CH:3]([CH:9]1[CH2:11][CH2:10]1)[C:4]([O:6][CH2:7][CH3:8])=[O:5])#[N:2].[CH3:12][C@@H:13]1[CH2:17]OS(=O)(=O)[N:14]1[C:20]([O:22][C:23]([CH3:26])([CH3:25])[CH3:24])=[O:21].C(=O)([O-])[O-].[Cs+].[Cs+].Cl, predict the reaction product. The product is: [C:23]([O:22][C:20]([NH:14][C@H:13]([CH3:17])[CH2:12][C:3]([C:1]#[N:2])([CH:9]1[CH2:10][CH2:11]1)[C:4]([O:6][CH2:7][CH3:8])=[O:5])=[O:21])([CH3:26])([CH3:25])[CH3:24].